Predict the reaction yield, written as a fraction of the theoretical maximum amount of product (1.0 means a 100% yield; for example, 0.34 means a 34% yield). From a dataset of Reaction yield outcomes from USPTO patents with 853,638 reactions. (1) The reactants are [C:1]([CH2:4][C:5]1[C:9]2[C:10]([C:16](=[O:26])[CH2:17][C:18]3[C:23]([Cl:24])=[CH:22][N:21]=[CH:20][C:19]=3[Cl:25])=[CH:11][CH:12]=[C:13]([O:14][CH3:15])[C:8]=2[O:7][CH:6]=1)([OH:3])=[O:2].[N+:27]([C:30]1[CH:37]=[CH:36][CH:35]=[CH:34][C:31]=1[CH2:32]O)([O-:29])=[O:28]. No catalyst specified. The product is [Cl:24][C:23]1[CH:22]=[N:21][CH:20]=[C:19]([Cl:25])[C:18]=1[CH2:17][C:16]([C:10]1[C:9]2[C:5]([CH2:4][C:1]([O:3][CH2:32][C:31]3[CH:34]=[CH:35][CH:36]=[CH:37][C:30]=3[N+:27]([O-:29])=[O:28])=[O:2])=[CH:6][O:7][C:8]=2[C:13]([O:14][CH3:15])=[CH:12][CH:11]=1)=[O:26]. The yield is 0.380. (2) The reactants are [F:1][CH:2]([F:15])[C:3]1[CH:8]=[CH:7][C:6]([C:9]2[O:13][CH:12]=[N:11][C:10]=2[CH3:14])=[CH:5][CH:4]=1.[Li+].C[Si]([N-][Si](C)(C)C)(C)C.[Cl:26]C(Cl)(Cl)C(Cl)(Cl)Cl. The catalyst is C1COCC1. The product is [Cl:26][C:12]1[O:13][C:9]([C:6]2[CH:5]=[CH:4][C:3]([CH:2]([F:1])[F:15])=[CH:8][CH:7]=2)=[C:10]([CH3:14])[N:11]=1. The yield is 0.760. (3) The catalyst is C1COCC1. The yield is 0.990. The product is [Br:1][C:2]1[CH:3]=[CH:4][C:5]([C:14]([O:16][CH3:17])=[O:15])=[N:6][C:7]=1[NH:8][C:9]([CH:11]1[CH2:13][CH2:12]1)=[S:27]. The reactants are [Br:1][C:2]1[CH:3]=[CH:4][C:5]([C:14]([O:16][CH3:17])=[O:15])=[N:6][C:7]=1[NH:8][C:9]([CH:11]1[CH2:13][CH2:12]1)=O.COC1C=CC(P2(=S)SP(C3C=CC(OC)=CC=3)(=S)[S:27]2)=CC=1. (4) The reactants are [N:1]([O-])=O.[Na+].[C:5]([O:9][C:10](=[O:37])[NH:11][C@H:12]1[CH2:16][CH2:15][C@H:14]([NH:17][C:18]2[C:23]([NH2:24])=[CH:22][N:21]=[C:20]3[N:25]([S:28]([C:31]4[CH:36]=[CH:35][CH:34]=[CH:33][CH:32]=4)(=[O:30])=[O:29])[CH:26]=[CH:27][C:19]=23)[CH2:13]1)([CH3:8])([CH3:7])[CH3:6]. The catalyst is C(O)(=O)C. The product is [C:5]([O:9][C:10](=[O:37])[NH:11][C@H:12]1[CH2:16][CH2:15][C@H:14]([N:17]2[C:18]3[C:23](=[CH:22][N:21]=[C:20]4[C:19]=3[CH:27]=[CH:26][N:25]4[S:28]([C:31]3[CH:36]=[CH:35][CH:34]=[CH:33][CH:32]=3)(=[O:30])=[O:29])[N:24]=[N:1]2)[CH2:13]1)([CH3:8])([CH3:6])[CH3:7]. The yield is 0.870. (5) The reactants are [CH2:1]([NH:3][C:4](=[O:15])[NH:5][O:6][CH2:7][C:8]([O:10]C(C)(C)C)=[O:9])[CH3:2].Cl.O1CCOCC1. No catalyst specified. The product is [CH2:1]([NH:3][C:4](=[O:15])[NH:5][O:6][CH2:7][C:8]([OH:10])=[O:9])[CH3:2]. The yield is 1.00. (6) The reactants are C(NC1C=CC(C2C=C3C(CN([C@@H](C(C)C)C(O)=O)C3=O)=CC=2)=CC=1)(=O)C1C=CC=CC=1.[CH3:33][O:34][C:35]1[CH:36]=[C:37]([CH:65]=[CH:66][C:67]=1[O:68][CH3:69])[C:38]([NH:40][C:41]1[CH:46]=[CH:45][C:44]([C:47]2[CH:55]=[C:54]3[C:50]([CH2:51][N:52]([C@@H:57]([CH:62]([CH3:64])[CH3:63])[C:58]([O:60]C)=[O:59])[C:53]3=[O:56])=[CH:49][CH:48]=2)=[CH:43][CH:42]=1)=[O:39]. No catalyst specified. The product is [CH3:33][O:34][C:35]1[CH:36]=[C:37]([CH:65]=[CH:66][C:67]=1[O:68][CH3:69])[C:38]([NH:40][C:41]1[CH:46]=[CH:45][C:44]([C:47]2[CH:55]=[C:54]3[C:50]([CH2:51][N:52]([C@@H:57]([CH:62]([CH3:64])[CH3:63])[C:58]([OH:60])=[O:59])[C:53]3=[O:56])=[CH:49][CH:48]=2)=[CH:43][CH:42]=1)=[O:39]. The yield is 0.790. (7) The reactants are [Cl:1][C:2]1[C:3]([NH:18][C:19]2C=[CH:25][CH:24]=[CH:23][C:20]=2C#N)=[CH:4][C:5]([NH:8][C:9]2[N:13]([CH:14]([CH3:16])[CH3:15])[N:12]=[C:11]([CH3:17])[CH:10]=2)=[N:6][CH:7]=1.[OH-].[Na+].[C:29]([O:32]CC)(=[O:31])[CH3:30]. The catalyst is O1CCOCC1. The product is [Cl:1][C:2]1[C:3]([NH:18][C:19]2[CH:20]=[CH:23][CH:24]=[CH:25][C:30]=2[C:29]([OH:32])=[O:31])=[CH:4][C:5]([NH:8][C:9]2[N:13]([CH:14]([CH3:15])[CH3:16])[N:12]=[C:11]([CH3:17])[CH:10]=2)=[N:6][CH:7]=1. The yield is 0.760.